Dataset: Reaction yield outcomes from USPTO patents with 853,638 reactions. Task: Predict the reaction yield, written as a fraction of the theoretical maximum amount of product (1.0 means a 100% yield; for example, 0.34 means a 34% yield). (1) The reactants are [NH2:1][C:2]1[CH:18]=[CH:17][C:16]([Br:19])=[CH:15][C:3]=1[C:4]([NH:6][CH:7]1[CH2:12][CH2:11][C:10](=[O:13])[NH:9][C:8]1=[O:14])=[O:5].[CH:20](OC)(OC)OC.C1(C)C=CC(S(O)(=O)=O)=CC=1.O. The catalyst is C(#N)C. The product is [Br:19][C:16]1[CH:15]=[C:3]2[C:2](=[CH:18][CH:17]=1)[N:1]=[CH:20][N:6]([CH:7]1[CH2:12][CH2:11][C:10](=[O:13])[NH:9][C:8]1=[O:14])[C:4]2=[O:5]. The yield is 0.680. (2) The reactants are C(=O)([O-])[O-].[Cs+].[Cs+].Br[C:8]1[C:17]2[C:12](=[CH:13][CH:14]=[CH:15][CH:16]=2)[CH:11]=[CH:10][CH:9]=1.[CH2:18]([N:25]1[CH2:30][CH2:29][NH:28][CH2:27][CH2:26]1)[C:19]1[CH:24]=[CH:23][CH:22]=[CH:21][CH:20]=1.C1(C)C=CC=CC=1. The catalyst is C(OCC)C.C([O-])(=O)C.[Pd+2].C([O-])(=O)C.C1C=CC(P(C2C(C3C(P(C4C=CC=CC=4)C4C=CC=CC=4)=CC=C4C=3C=CC=C4)=C3C(C=CC=C3)=CC=2)C2C=CC=CC=2)=CC=1. The product is [CH2:18]([N:25]1[CH2:30][CH2:29][N:28]([C:8]2[C:17]3[C:12](=[CH:13][CH:14]=[CH:15][CH:16]=3)[CH:11]=[CH:10][CH:9]=2)[CH2:27][CH2:26]1)[C:19]1[CH:20]=[CH:21][CH:22]=[CH:23][CH:24]=1. The yield is 0.570. (3) The reactants are [OH-].[NH4+:2].[N:3]([CH2:6][CH2:7][CH2:8][S:9](Cl)(=[O:11])=[O:10])=[N+:4]=[N-:5]. The catalyst is C(O)C. The product is [N:3]([CH2:6][CH2:7][CH2:8][S:9]([NH2:2])(=[O:11])=[O:10])=[N+:4]=[N-:5]. The yield is 0.860. (4) The product is [F:14][C:10]1[CH:9]=[C:8]([C:7]2[N:16]([C:18]3[N:23]=[CH:22][C:21]([S:24]([NH2:27])(=[O:26])=[O:25])=[CH:20][CH:19]=3)[N:17]=[C:4]([CH3:5])[N:6]=2)[CH:13]=[CH:12][CH:11]=1. The reactants are C(O[C:4](=[N:6][C:7](=O)[C:8]1[CH:13]=[CH:12][CH:11]=[C:10]([F:14])[CH:9]=1)[CH3:5])C.[NH:16]([C:18]1[N:23]=[CH:22][C:21]([S:24]([NH2:27])(=[O:26])=[O:25])=[CH:20][CH:19]=1)[NH2:17].O. The catalyst is ClCCl.CO. The yield is 0.530. (5) The reactants are COC1C=CC(C[NH:8][C:9]([NH:11][C:12]2[N:17]=[CH:16][C:15]3[C:18]([C:40]4[CH:45]=[CH:44][N:43]=[C:42]([CH3:46])[CH:41]=4)=[N:19][N:20](C(C4C=CC=CC=4)(C4C=CC=CC=4)C4C=CC=CC=4)[C:14]=3[CH:13]=2)=[O:10])=CC=1.[C:49]([OH:55])([C:51]([F:54])([F:53])[F:52])=[O:50]. The catalyst is O1CCOCC1. The product is [OH:55][C:49]([C:51]([F:54])([F:53])[F:52])=[O:50].[CH3:46][C:42]1[CH:41]=[C:40]([C:18]2[C:15]3[CH:16]=[N:17][C:12]([NH:11][C:9]([NH2:8])=[O:10])=[CH:13][C:14]=3[NH:20][N:19]=2)[CH:45]=[CH:44][N:43]=1. The yield is 0.190. (6) The yield is 0.530. The reactants are [Cl:1][C:2]1[C:10]2[N:9]=[C:8]([NH:11][C:12]3[C:13]([CH3:21])=[CH:14][C:15]([N:18]([CH3:20])[CH3:19])=[N:16][CH:17]=3)[N:7]([CH2:22][CH:23]=[CH2:24])[C:6]=2[C:5]([CH:25]([CH2:28][CH3:29])[CH2:26][CH3:27])=[CH:4][CH:3]=1.B.[O:31]1CCCC1.O.O.O.O.B(O[O-])([O-])[O-].[Na+].[Na+].[Na+].O. The catalyst is O1CCCC1. The product is [Cl:1][C:2]1[C:10]2[N:9]=[C:8]([NH:11][C:12]3[CH:17]=[N:16][C:15]([N:18]([CH3:19])[CH3:20])=[CH:14][C:13]=3[CH3:21])[N:7]([CH2:22][CH:23]([OH:31])[CH3:24])[C:6]=2[C:5]([CH:25]([CH2:26][CH3:27])[CH2:28][CH3:29])=[CH:4][CH:3]=1. (7) The reactants are Br[C:2]1[CH:3]=[C:4]([C:8]2([C:19]3[CH:24]=[CH:23][N:22]=[C:21]([O:25][CH3:26])[CH:20]=3)[C:16]3[C:11](=[C:12]([F:17])[CH:13]=[CH:14][CH:15]=3)[C:10]([NH2:18])=[N:9]2)[CH:5]=[CH:6][CH:7]=1.C[Sn](C)(C)[C:29]1[CH:30]=[C:31]([CH:34]=[CH:35][N:36]=1)[C:32]#[N:33]. The catalyst is C1C=CC([P]([Pd]([P](C2C=CC=CC=2)(C2C=CC=CC=2)C2C=CC=CC=2)([P](C2C=CC=CC=2)(C2C=CC=CC=2)C2C=CC=CC=2)[P](C2C=CC=CC=2)(C2C=CC=CC=2)C2C=CC=CC=2)(C2C=CC=CC=2)C2C=CC=CC=2)=CC=1.CN(C=O)C. The product is [NH2:18][C:10]1[C:11]2[C:16](=[CH:15][CH:14]=[CH:13][C:12]=2[F:17])[C:8]([C:4]2[CH:3]=[C:2]([C:29]3[CH:30]=[C:31]([CH:34]=[CH:35][N:36]=3)[C:32]#[N:33])[CH:7]=[CH:6][CH:5]=2)([C:19]2[CH:24]=[CH:23][N:22]=[C:21]([O:25][CH3:26])[CH:20]=2)[N:9]=1. The yield is 0.0900.